From a dataset of Catalyst prediction with 721,799 reactions and 888 catalyst types from USPTO. Predict which catalyst facilitates the given reaction. (1) Reactant: C[O:2][C:3]([C:5]1[O:9][N:8]=[C:7]([C:10]([CH3:13])([CH3:12])[CH3:11])[CH:6]=1)=[O:4].[OH-].[Na+]. Product: [C:10]([C:7]1[CH:6]=[C:5]([C:3]([OH:4])=[O:2])[O:9][N:8]=1)([CH3:13])([CH3:11])[CH3:12]. The catalyst class is: 5. (2) Reactant: [Cl:1][C:2]1[CH:3]=[C:4]([C:8]2[C:13]3[N:14]([CH2:17][C@H:18]4[CH2:23][CH2:22][C@H:21]([CH3:24])[CH2:20][CH2:19]4)[CH:15]=[N:16][C:12]=3[CH:11]=[C:10]([C:25]#[N:26])[N:9]=2)[CH:5]=[N:6][CH:7]=1.[Cl-].[Li+].CC1(C)CCCC(C)(C)N1[Mg]Cl.[CH3:41][O:42][CH2:43][C:44](=[O:46])[CH3:45]. Product: [Cl:1][C:2]1[CH:3]=[C:4]([C:8]2[C:13]3[N:14]([CH2:17][C@H:18]4[CH2:23][CH2:22][C@H:21]([CH3:24])[CH2:20][CH2:19]4)[C:15]([C:44]([OH:46])([CH3:45])[CH2:43][O:42][CH3:41])=[N:16][C:12]=3[CH:11]=[C:10]([C:25]#[N:26])[N:9]=2)[CH:5]=[N:6][CH:7]=1. The catalyst class is: 1. (3) Reactant: [C:1]([N:9]1[CH2:14][CH2:13][CH2:12][C:11]([CH2:20][C:21]2[CH:26]=[CH:25][CH:24]=[CH:23][CH:22]=2)([C:15]([O:17]CC)=[O:16])[CH2:10]1)(=[O:8])[C:2]1[CH:7]=[CH:6][CH:5]=[CH:4][CH:3]=1.[OH-].[Na+]. Product: [C:1]([N:9]1[CH2:14][CH2:13][CH2:12][C:11]([CH2:20][C:21]2[CH:26]=[CH:25][CH:24]=[CH:23][CH:22]=2)([C:15]([OH:17])=[O:16])[CH2:10]1)(=[O:8])[C:2]1[CH:3]=[CH:4][CH:5]=[CH:6][CH:7]=1. The catalyst class is: 8. (4) Reactant: [CH2:1]([O:3][C:4]1[CH:9]=[CH:8][CH:7]=[CH:6][C:5]=1[CH2:10][CH2:11][CH3:12])[CH3:2].[C:13]1(=[O:19])[O:18][C:16](=[O:17])[CH2:15][CH2:14]1.[Cl-].[Al+3].[Cl-].[Cl-].Cl. Product: [CH2:1]([O:3][C:4]1[CH:9]=[CH:8][C:7]([C:13](=[O:19])[CH2:14][CH2:15][C:16]([OH:18])=[O:17])=[CH:6][C:5]=1[CH2:10][CH2:11][CH3:12])[CH3:2]. The catalyst class is: 4. (5) Reactant: [Cl:1]([O-:5])(=[O:4])(=[O:3])=[O:2].[Na+].[Cl-].[CH3:8][N+:9]1([CH2:14][O:15][CH3:16])[CH2:13][CH2:12][CH2:11][CH2:10]1. Product: [Cl:1]([O-:5])(=[O:4])(=[O:3])=[O:2].[CH3:16][O:15][CH2:14][N+:9]1([CH3:8])[CH2:13][CH2:12][CH2:11][CH2:10]1. The catalyst class is: 8. (6) Reactant: [Cl:1][C:2]1[CH:7]=[CH:6][C:5]([CH2:8][C:9]([NH:11][C:12]2([CH2:18][OH:19])[CH2:17][CH2:16][CH2:15][CH2:14][CH2:13]2)=[O:10])=[CH:4][CH:3]=1.O. Product: [Cl:1][C:2]1[CH:3]=[CH:4][C:5]([CH2:8][C:9]([NH:11][C:12]2([CH:18]=[O:19])[CH2:13][CH2:14][CH2:15][CH2:16][CH2:17]2)=[O:10])=[CH:6][CH:7]=1. The catalyst class is: 16. (7) Reactant: Cl[C:2]1[C:11]2[C:6](=[CH:7][C:8]([O:14][CH3:15])=[C:9]([O:12][CH3:13])[CH:10]=2)[N:5]=[CH:4][CH:3]=1.[CH3:16][C:17]([C:19]1[C:24]([O:25][CH3:26])=[CH:23][C:22]([O:27][CH3:28])=[CH:21][C:20]=1[OH:29])=[O:18]. Product: [CH3:28][O:27][C:22]1[CH:23]=[C:24]([O:25][CH3:26])[C:19]([C:17](=[O:18])[CH3:16])=[C:20]([O:29][C:2]2[C:11]3[C:6](=[CH:7][C:8]([O:14][CH3:15])=[C:9]([O:12][CH3:13])[CH:10]=3)[N:5]=[CH:4][CH:3]=2)[CH:21]=1. The catalyst class is: 420. (8) Product: [Cl:12][C:13]1[CH:14]=[CH:15][C:16]([CH2:17][N:18]([CH2:27][CH2:28][NH:29][C:30](=[O:36])[O:31][C:32]([CH3:33])([CH3:34])[CH3:35])[C:19]([N:21]2[CH2:22][CH2:23][N:24]([C:2]3[C:3]4[C@H:10]([CH3:11])[CH2:9][CH2:8][C:4]=4[N:5]=[CH:6][N:7]=3)[CH2:25][CH2:26]2)=[O:20])=[CH:37][CH:38]=1. Reactant: Cl[C:2]1[C:3]2[C@H:10]([CH3:11])[CH2:9][CH2:8][C:4]=2[N:5]=[CH:6][N:7]=1.[Cl:12][C:13]1[CH:38]=[CH:37][C:16]([CH2:17][N:18]([CH2:27][CH2:28][NH:29][C:30](=[O:36])[O:31][C:32]([CH3:35])([CH3:34])[CH3:33])[C:19]([N:21]2[CH2:26][CH2:25][NH:24][CH2:23][CH2:22]2)=[O:20])=[CH:15][CH:14]=1.CCN(C(C)C)C(C)C. The catalyst class is: 47.